This data is from Forward reaction prediction with 1.9M reactions from USPTO patents (1976-2016). The task is: Predict the product of the given reaction. (1) Given the reactants F[C:2]1[C:7]([C:8]2[CH:13]=[CH:12][C:11]([N:14]3[C@@H:18]([C:19]4[CH:24]=[CH:23][CH:22]=[CH:21][CH:20]=4)[C:17]([CH3:26])([CH3:25])[O:16][C:15]3=[O:27])=[CH:10][CH:9]=2)=[CH:6][C:5]([C:28]2[N:33]=[CH:32][CH:31]=[CH:30][N:29]=2)=[CH:4][N:3]=1.[O:34]1CCOCC1.Cl, predict the reaction product. The product is: [CH3:25][C:17]1([CH3:26])[O:16][C:15](=[O:27])[N:14]([C:11]2[CH:12]=[CH:13][C:8]([C:7]3[C:2](=[O:34])[NH:3][CH:4]=[C:5]([C:28]4[N:33]=[CH:32][CH:31]=[CH:30][N:29]=4)[CH:6]=3)=[CH:9][CH:10]=2)[C@H:18]1[C:19]1[CH:24]=[CH:23][CH:22]=[CH:21][CH:20]=1. (2) Given the reactants [CH3:1][N:2]([CH3:18])[S:3]([NH:6][C:7]([C:9]1[CH:17]=[C:16]2[C:12]([CH:13]=[CH:14][NH:15]2)=[CH:11][CH:10]=1)=[O:8])(=[O:5])=[O:4].[C:19]1(=O)[CH2:24][CH2:23][CH2:22][CH2:21][CH2:20]1.C([SiH](CC)CC)C.FC(F)(F)C(O)=O, predict the reaction product. The product is: [CH:19]1([C:13]2[C:12]3[C:16](=[CH:17][C:9]([C:7]([NH:6][S:3](=[O:4])(=[O:5])[N:2]([CH3:18])[CH3:1])=[O:8])=[CH:10][CH:11]=3)[NH:15][CH:14]=2)[CH2:24][CH2:23][CH2:22][CH2:21][CH2:20]1. (3) Given the reactants [C:1]([C:3]1([NH:11][C:12]([C:14]2[N:18]3[CH:19]=[CH:20][CH:21]=[C:22]([O:23][CH2:24][C:25]4[C:30]([F:31])=[CH:29][CH:28]=[CH:27][C:26]=4[F:32])[C:17]3=[N:16][C:15]=2[CH3:33])=[O:13])[CH2:8][O:7][C:6]([CH3:10])([CH3:9])[O:5][CH2:4]1)#[N:2].[Cl-].[NH4+].[N-:36]=[N+:37]=[N-:38].[Na+], predict the reaction product. The product is: [F:31][C:30]1[CH:29]=[CH:28][CH:27]=[C:26]([F:32])[C:25]=1[CH2:24][O:23][C:22]1[C:17]2[N:18]([C:14]([C:12]([NH:11][C:3]3([C:1]4[N:36]=[N:37][NH:38][N:2]=4)[CH2:8][O:7][C:6]([CH3:10])([CH3:9])[O:5][CH2:4]3)=[O:13])=[C:15]([CH3:33])[N:16]=2)[CH:19]=[CH:20][CH:21]=1. (4) Given the reactants [H-].[Na+].[CH2:3]([SH:10])[C:4]1[CH:9]=[CH:8][CH:7]=[CH:6][CH:5]=1.Cl[C:12]1[CH:17]=[CH:16][C:15]([O:18][CH:19]2[CH2:24][CH2:23][N:22]([S:25]([CH3:28])(=[O:27])=[O:26])[CH2:21][CH2:20]2)=[CH:14][N:13]=1, predict the reaction product. The product is: [CH2:3]([S:10][C:12]1[CH:17]=[CH:16][C:15]([O:18][CH:19]2[CH2:24][CH2:23][N:22]([S:25]([CH3:28])(=[O:26])=[O:27])[CH2:21][CH2:20]2)=[CH:14][N:13]=1)[C:4]1[CH:9]=[CH:8][CH:7]=[CH:6][CH:5]=1. (5) Given the reactants [OH-:1].[Na+].ClC1C=C2C([C@@]3([C@@H](C4C=CN=C(Cl)C=4F)[C@H](C(N[C@H:29]4[CH2:34][CH2:33][C@H:32]([C:35]5[O:36][CH:37]=[N:38]N=5)[CH2:31][CH2:30]4)=O)NC43CCC(C)(C)CC4)C(=O)N2)=CC=1.C(O)(=O)C[C:49]([CH2:54][C:55](O)=O)([C:51]([OH:53])=[O:52])[OH:50].O1CC[CH2:62][CH2:61]1, predict the reaction product. The product is: [CH2:35]([O:36][C:37]([NH:38][C@H:61]1[CH2:62][O:50][C@H:49]([C:51]([OH:53])=[O:52])[CH2:54][CH2:55]1)=[O:1])[C:32]1[CH:31]=[CH:30][CH:29]=[CH:34][CH:33]=1. (6) Given the reactants [Br:1][C:2]1[CH:7]=[C:6]([CH3:8])[CH:5]=[C:4]([C:9]([CH3:12])([CH3:11])[CH3:10])[C:3]=1[OH:13].[OH-].[K+].[CH3:16]S(C)=O.IC, predict the reaction product. The product is: [Br:1][C:2]1[CH:7]=[C:6]([CH3:8])[CH:5]=[C:4]([C:9]([CH3:10])([CH3:12])[CH3:11])[C:3]=1[O:13][CH3:16].